Dataset: Full USPTO retrosynthesis dataset with 1.9M reactions from patents (1976-2016). Task: Predict the reactants needed to synthesize the given product. Given the product [ClH:1].[ClH:1].[ClH:1].[N:2]1([CH2:8][C:9]2[CH:10]=[C:11]3[C:16](=[CH:17][CH:18]=2)[CH2:15][N:14]([CH:19]2[CH2:23][CH2:22][NH:21][CH2:20]2)[CH2:13][CH2:12]3)[CH2:7][CH2:6][CH2:5][CH2:4][CH2:3]1, predict the reactants needed to synthesize it. The reactants are: [ClH:1].[N:2]1([CH2:8][C:9]2[CH:10]=[C:11]3[C:16](=[CH:17][CH:18]=2)[CH2:15][N:14]([CH:19]2[CH2:23][CH2:22][N:21](C(OC(C)(C)C)=O)[CH2:20]2)[CH2:13][CH2:12]3)[CH2:7][CH2:6][CH2:5][CH2:4][CH2:3]1.